From a dataset of Forward reaction prediction with 1.9M reactions from USPTO patents (1976-2016). Predict the product of the given reaction. (1) Given the reactants [C:1]1([CH3:12])[C:2]([C:7]([O:9][CH2:10][CH3:11])=[O:8])=[CH:3][CH:4]=[CH:5][CH:6]=1.C1C(=O)N([Br:20])C(=O)C1, predict the reaction product. The product is: [Br:20][CH2:12][C:1]1[CH:6]=[CH:5][CH:4]=[CH:3][C:2]=1[C:7]([O:9][CH2:10][CH3:11])=[O:8]. (2) Given the reactants Br[C:2]1[CH:15]=[CH:14][C:5]([O:6][C:7]2[CH:12]=[CH:11][CH:10]=[C:9]([F:13])[N:8]=2)=[C:4]([O:16][CH3:17])[CH:3]=1.[Br-].[CH2:19]([Zn+])[CH:20]([CH3:22])[CH3:21], predict the reaction product. The product is: [F:13][C:9]1[CH:10]=[CH:11][CH:12]=[C:7]([O:6][C:5]2[CH:14]=[CH:15][C:2]([CH2:19][CH:20]([CH3:22])[CH3:21])=[CH:3][C:4]=2[O:16][CH3:17])[N:8]=1.